Predict which catalyst facilitates the given reaction. From a dataset of Catalyst prediction with 721,799 reactions and 888 catalyst types from USPTO. (1) Product: [C:1]([O:4][C@H:5]1[CH2:22][CH2:21][C@@:20]2([CH3:23])[C@@H:7]([CH2:8][CH2:9][C@:10]3([CH3:43])[C@@H:19]2[CH2:18][CH2:17][C@H:16]2[C@@:11]3([CH3:42])[CH2:12][CH2:13][C@@:14]3([C:30]4[O:31][C:51]([C:52]5[CH:21]=[CH:22][CH:5]=[CH:6][CH:7]=5)=[N:48][N:32]=4)[CH2:26][CH2:25][C@@H:24]([C:27]([CH3:29])=[CH2:28])[C@@H:15]32)[C:6]1([CH3:45])[CH3:44])(=[O:3])[CH3:2]. Reactant: [C:1]([O:4][C@H:5]1[CH2:22][CH2:21][C@@:20]2([CH3:23])[C@@H:7]([CH2:8][CH2:9][C@:10]3([CH3:43])[C@@H:19]2[CH2:18][CH2:17][C@H:16]2[C@@:11]3([CH3:42])[CH2:12][CH2:13][C@@:14]3([C:30]([NH:32]NC(=O)C4C=CC=CC=4)=[O:31])[CH2:26][CH2:25][C@@H:24]([C:27]([CH3:29])=[CH2:28])[C@@H:15]32)[C:6]1([CH3:45])[CH3:44])(=[O:3])[CH3:2].C([N:48]([CH2:51][CH3:52])CC)C.C(Cl)Cl. The catalyst class is: 81. (2) Reactant: [Cl:1][C:2]([Cl:33])([Cl:32])[CH2:3][O:4][C:5]([C@@H:7]1[CH2:12][CH2:11][CH2:10][N:9]([C:13](=[O:31])[C@@H:14]([NH:23][C:24]([O:26]C(C)(C)C)=O)[CH2:15][O:16][CH2:17][C:18]2([CH3:22])[CH2:21][O:20][CH2:19]2)[NH:8]1)=[O:6].FC(F)(F)[C:36]([OH:38])=[O:37].[CH:41](N(CC)C(C)C)(C)C.[CH:50]1[C:62]2[CH:61]([CH2:63]OC(N[C@H](C(O)=O)C(C)C)=O)[C:60]3[C:55](=[CH:56][CH:57]=[CH:58][CH:59]=3)[C:54]=2[CH:53]=[CH:52][CH:51]=1.C[NH3+].F[P-](F)(F)(F)(F)F.N1(OC(N(C)C)=[N+](C)C)C2[N:89]=[CH:90][CH:91]=[CH:92]C=2N=N1.F[P-](F)(F)(F)(F)F. Product: [Cl:33][C:2]([Cl:32])([Cl:1])[CH2:3][O:4][C:5]([C@@H:7]1[CH2:12][CH2:11][CH2:10][N:9]([C:13](=[O:31])[C@@H:14]([NH:23][C:24](=[O:26])[C@@H:90]([NH:89][C:36]([O:38][CH2:63][CH:61]2[C:60]3[CH:59]=[CH:58][CH:57]=[CH:56][C:55]=3[C:54]3[C:62]2=[CH:50][CH:51]=[CH:52][CH:53]=3)=[O:37])[CH:91]([CH3:92])[CH3:41])[CH2:15][O:16][CH2:17][C:18]2([CH3:22])[CH2:21][O:20][CH2:19]2)[NH:8]1)=[O:6]. The catalyst class is: 96. (3) Reactant: C(OC([NH:8][CH2:9][CH2:10][CH2:11][NH:12][C:13]([CH2:15][O:16][C:17]1[CH:18]=[C:19]([CH:40]=[CH:41][CH:42]=1)[CH2:20][NH:21][C:22]1[N:26]([C@@H:27]2[O:33][C@H:32]([CH2:34][OH:35])[C@@H:30]([OH:31])[C@H:28]2[OH:29])[C:25]2[CH:36]=[CH:37][CH:38]=[CH:39][C:24]=2[N:23]=1)=[O:14])=O)(C)(C)C. Product: [NH2:8][CH2:9][CH2:10][CH2:11][NH:12][C:13]([CH2:15][O:16][C:17]1[CH:18]=[C:19]([CH:40]=[CH:41][CH:42]=1)[CH2:20][NH:21][C:22]1[N:26]([C@@H:27]2[O:33][C@H:32]([CH2:34][OH:35])[C@@H:30]([OH:31])[C@H:28]2[OH:29])[C:25]2[CH:36]=[CH:37][CH:38]=[CH:39][C:24]=2[N:23]=1)=[O:14]. The catalyst class is: 502.